This data is from Reaction yield outcomes from USPTO patents with 853,638 reactions. The task is: Predict the reaction yield, written as a fraction of the theoretical maximum amount of product (1.0 means a 100% yield; for example, 0.34 means a 34% yield). The reactants are [C:1]([CH:5]1[CH2:10][CH2:9][CH:8]([NH:11][C:12]([C:14]2[CH:36]=[CH:35][C:17]([O:18][C:19]3[CH:28]=[C:27]4[C:22]([CH:23]([C:29]([O:31]CC)=[O:30])[CH2:24][CH2:25][O:26]4)=[CH:21][C:20]=3[Cl:34])=[CH:16][CH:15]=2)=[O:13])[CH2:7][CH2:6]1)([CH3:4])([CH3:3])[CH3:2].[OH-].[Na+]. The catalyst is C1COCC1.CO. The product is [C:1]([CH:5]1[CH2:10][CH2:9][CH:8]([NH:11][C:12]([C:14]2[CH:36]=[CH:35][C:17]([O:18][C:19]3[CH:28]=[C:27]4[C:22]([CH:23]([C:29]([OH:31])=[O:30])[CH2:24][CH2:25][O:26]4)=[CH:21][C:20]=3[Cl:34])=[CH:16][CH:15]=2)=[O:13])[CH2:7][CH2:6]1)([CH3:4])([CH3:2])[CH3:3]. The yield is 0.910.